Regression. Given two drug SMILES strings and cell line genomic features, predict the synergy score measuring deviation from expected non-interaction effect. From a dataset of NCI-60 drug combinations with 297,098 pairs across 59 cell lines. (1) Drug 1: CCCS(=O)(=O)NC1=C(C(=C(C=C1)F)C(=O)C2=CNC3=C2C=C(C=N3)C4=CC=C(C=C4)Cl)F. Drug 2: CN(C)C1=NC(=NC(=N1)N(C)C)N(C)C. Cell line: TK-10. Synergy scores: CSS=7.09, Synergy_ZIP=0.756, Synergy_Bliss=2.76, Synergy_Loewe=-8.03, Synergy_HSA=-1.60. (2) Drug 1: CCCCC(=O)OCC(=O)C1(CC(C2=C(C1)C(=C3C(=C2O)C(=O)C4=C(C3=O)C=CC=C4OC)O)OC5CC(C(C(O5)C)O)NC(=O)C(F)(F)F)O. Drug 2: CC1C(C(CC(O1)OC2CC(CC3=C2C(=C4C(=C3O)C(=O)C5=C(C4=O)C(=CC=C5)OC)O)(C(=O)CO)O)N)O.Cl. Cell line: NCI-H522. Synergy scores: CSS=58.3, Synergy_ZIP=1.68, Synergy_Bliss=3.07, Synergy_Loewe=-2.38, Synergy_HSA=3.29. (3) Drug 1: CN1CCC(CC1)COC2=C(C=C3C(=C2)N=CN=C3NC4=C(C=C(C=C4)Br)F)OC. Drug 2: C1C(C(OC1N2C=NC3=C2NC=NCC3O)CO)O. Cell line: MALME-3M. Synergy scores: CSS=5.73, Synergy_ZIP=-0.661, Synergy_Bliss=3.80, Synergy_Loewe=0.842, Synergy_HSA=2.84. (4) Drug 2: CC1=C(C=C(C=C1)NC(=O)C2=CC=C(C=C2)CN3CCN(CC3)C)NC4=NC=CC(=N4)C5=CN=CC=C5. Cell line: HOP-62. Synergy scores: CSS=13.3, Synergy_ZIP=3.09, Synergy_Bliss=7.31, Synergy_Loewe=1.28, Synergy_HSA=5.40. Drug 1: CC1=C(C(CCC1)(C)C)C=CC(=CC=CC(=CC(=O)O)C)C. (5) Drug 1: C1=C(C(=O)NC(=O)N1)N(CCCl)CCCl. Drug 2: CN(C(=O)NC(C=O)C(C(C(CO)O)O)O)N=O. Cell line: SK-MEL-5. Synergy scores: CSS=18.7, Synergy_ZIP=-9.78, Synergy_Bliss=-4.96, Synergy_Loewe=-3.50, Synergy_HSA=-2.74. (6) Drug 1: C1=CC=C(C(=C1)C(C2=CC=C(C=C2)Cl)C(Cl)Cl)Cl. Drug 2: CC1=C(C(=O)C2=C(C1=O)N3CC4C(C3(C2COC(=O)N)OC)N4)N. Cell line: SK-MEL-5. Synergy scores: CSS=44.5, Synergy_ZIP=1.62, Synergy_Bliss=1.18, Synergy_Loewe=-51.7, Synergy_HSA=-0.178. (7) Drug 1: CC1=C(C=C(C=C1)NC(=O)C2=CC=C(C=C2)CN3CCN(CC3)C)NC4=NC=CC(=N4)C5=CN=CC=C5. Drug 2: C1CN(CCN1C(=O)CCBr)C(=O)CCBr. Cell line: SR. Synergy scores: CSS=45.5, Synergy_ZIP=1.47, Synergy_Bliss=-0.789, Synergy_Loewe=-5.58, Synergy_HSA=-0.167. (8) Drug 1: C(=O)(N)NO. Drug 2: N.N.Cl[Pt+2]Cl. Cell line: SR. Synergy scores: CSS=54.5, Synergy_ZIP=0.819, Synergy_Bliss=0.625, Synergy_Loewe=-25.8, Synergy_HSA=-0.517.